Dataset: Catalyst prediction with 721,799 reactions and 888 catalyst types from USPTO. Task: Predict which catalyst facilitates the given reaction. (1) Reactant: [C:1]([C:4]1[CH:11]=[CH:10][C:7]([CH:8]=[O:9])=[CH:6][CH:5]=1)(O)=[O:2].O.[NH2:13][C:14]1[NH:18][N:17]=[N:16][N:15]=1. Product: [CH:8]([C:7]1[CH:10]=[CH:11][C:4]([C:1]([NH:13][C:14]2[N:15]=[N:16][NH:17][N:18]=2)=[O:2])=[CH:5][CH:6]=1)=[O:9]. The catalyst class is: 3. (2) Reactant: C[Si](C)(C)[C:3]#[C:4][C:5]1[CH:10]=[C:9]([F:11])[C:8]([F:12])=[CH:7][C:6]=1[F:13].C([O-])([O-])=O.[K+].[K+]. Product: [C:4]([C:5]1[CH:10]=[C:9]([F:11])[C:8]([F:12])=[CH:7][C:6]=1[F:13])#[CH:3]. The catalyst class is: 5. (3) Reactant: C(=O)([O-])[O-].[Cs+].[Cs+].[S:7]1[C:11]2[CH:12]=[CH:13][CH:14]=[CH:15][C:10]=2[N:9]=[C:8]1[NH:16][C:17]1[CH:22]=[CH:21][C:20]([OH:23])=[CH:19][CH:18]=1.F[C:25]1[C:30]([C:31]2[CH2:36][CH2:35][CH:34]([OH:37])[CH2:33][CH:32]=2)=[CH:29][CH:28]=[CH:27][N:26]=1.CN1C(=O)CCC1. Product: [S:7]1[C:11]2[CH:12]=[CH:13][CH:14]=[CH:15][C:10]=2[N:9]=[C:8]1[NH:16][C:17]1[CH:22]=[CH:21][C:20]([O:23][C:25]2[C:30]([C:31]3[CH2:36][CH2:35][CH:34]([OH:37])[CH2:33][CH:32]=3)=[CH:29][CH:28]=[CH:27][N:26]=2)=[CH:19][CH:18]=1. The catalyst class is: 13. (4) Reactant: Cl[C:2]1[C:7]([N+:8]([O-:10])=[O:9])=[CH:6][N:5]=[C:4]2[CH2:11][CH2:12][CH2:13][C:3]=12.[CH:14]1([C@H:17]2[CH2:22][NH:21][CH2:20][C@@H:19]([NH:23][C:24](=[O:30])[O:25][C:26]([CH3:29])([CH3:28])[CH3:27])[C@@H:18]2[OH:31])[CH2:16][CH2:15]1.C(N(CC)CC)C. Product: [CH:14]1([C@H:17]2[CH2:22][N:21]([C:2]3[C:7]([N+:8]([O-:10])=[O:9])=[CH:6][N:5]=[C:4]4[CH2:11][CH2:12][CH2:13][C:3]=34)[CH2:20][C@@H:19]([NH:23][C:24](=[O:30])[O:25][C:26]([CH3:27])([CH3:28])[CH3:29])[C@@H:18]2[OH:31])[CH2:15][CH2:16]1. The catalyst class is: 32. (5) The catalyst class is: 3. Reactant: CCN(C(C)C)C(C)C.[CH3:10][O:11][C:12]1[CH:13]=[C:14]2[C:19](=[CH:20][CH:21]=1)[O:18][C:17](=[O:22])[C:16]([C:23]([OH:25])=O)=[CH:15]2.CN(C(ON1N=NC2C=CC=NC1=2)=[N+](C)C)C.F[P-](F)(F)(F)(F)F.[N:50]1[C:51]([C:59]2[CH:60]=[C:61]([NH2:65])[CH:62]=[CH:63][CH:64]=2)=[CH:52][N:53]2[CH:58]=[CH:57][CH:56]=[CH:55][C:54]=12. Product: [N:50]1[C:51]([C:59]2[CH:60]=[C:61]([NH:65][C:23]([C:16]3[C:17](=[O:22])[O:18][C:19]4[C:14]([CH:15]=3)=[CH:13][C:12]([O:11][CH3:10])=[CH:21][CH:20]=4)=[O:25])[CH:62]=[CH:63][CH:64]=2)=[CH:52][N:53]2[CH:58]=[CH:57][CH:56]=[CH:55][C:54]=12. (6) Reactant: [CH:1]1([CH2:7][N:8]2[C:12]3[CH:13]=[CH:14][C:15]([NH:17][S:18]([C:21]4[CH:26]=[CH:25][CH:24]=[CH:23][CH:22]=4)(=[O:20])=[O:19])=[CH:16][C:11]=3[N:10]=[C:9]2[CH2:27][CH3:28])[CH2:6][CH2:5][CH2:4][CH2:3][CH2:2]1.[H-].[Na+].IC.[C:33](O)(C(F)(F)F)=O. Product: [CH:1]1([CH2:7][N:8]2[C:12]3[CH:13]=[CH:14][C:15]([N:17]([CH3:33])[S:18]([C:21]4[CH:26]=[CH:25][CH:24]=[CH:23][CH:22]=4)(=[O:20])=[O:19])=[CH:16][C:11]=3[N:10]=[C:9]2[CH2:27][CH3:28])[CH2:2][CH2:3][CH2:4][CH2:5][CH2:6]1. The catalyst class is: 1. (7) Reactant: [NH2:1][C:2]1[CH:3]=[CH:4][C:5]([O:8][C:9](=[O:18])[N:10]([CH3:17])[C:11]2[CH:16]=[CH:15][CH:14]=[CH:13][CH:12]=2)=[N:6][CH:7]=1.C1C=C(O[C:26](OC2N=CC=CC=2)=[S:27])N=CC=1.[NH2:35][C:36]([CH3:40])([CH3:39])[CH2:37][OH:38]. Product: [OH:38][CH2:37][C:36]([NH:35][C:26](=[S:27])[NH:1][C:2]1[CH:3]=[CH:4][C:5]([O:8][C:9](=[O:18])[N:10]([CH3:17])[C:11]2[CH:16]=[CH:15][CH:14]=[CH:13][CH:12]=2)=[N:6][CH:7]=1)([CH3:40])[CH3:39]. The catalyst class is: 4. (8) Reactant: [CH3:1]C(C)([O-])C.[K+].C1COCC1.[I-].C[P+](C1C=CC=CC=1)(C1C=CC=CC=1)C1C=CC=CC=1.[Si:33]([O:40][CH:41]1[CH2:52][C:51](=[O:53])[O:50][C@H:49](/[C:54](/[CH3:58])=[CH:55]/[CH:56]=O)[C@@H:48]([CH3:59])[CH:47]=[CH:46][C@@H:45]2[O:60][CH:61]([C:63]3[CH:68]=[CH:67][CH:66]=[CH:65][CH:64]=3)[O:62][C@:44]2([CH3:69])[CH2:43][CH2:42]1)([C:36]([CH3:39])([CH3:38])[CH3:37])([CH3:35])[CH3:34]. Product: [Si:33]([O:40][C@H:41]1[CH2:52][C:51](=[O:53])[O:50][C@H:49](/[C:54](/[CH3:58])=[CH:55]/[CH:56]=[CH2:1])[C@@H:48]([CH3:59])[CH:47]=[CH:46][C@@H:45]2[O:60][CH:61]([C:63]3[CH:68]=[CH:67][CH:66]=[CH:65][CH:64]=3)[O:62][C@:44]2([CH3:69])[CH2:43][CH2:42]1)([C:36]([CH3:38])([CH3:37])[CH3:39])([CH3:35])[CH3:34]. The catalyst class is: 13. (9) Reactant: [Cl:1][C:2]1[C:10]2[N:9]=[C:8]([NH:11][C:12]3[CH:13]=[N:14][C:15]([N:19]([CH3:21])[CH3:20])=[CH:16][C:17]=3[CH3:18])[N:7]([CH2:22][CH2:23][CH2:24][CH2:25]O)[C:6]=2[C:5]([CH:27]([CH2:30][CH3:31])[CH2:28][CH3:29])=[CH:4][CH:3]=1.CS(Cl)(=O)=O.C(=O)(O)[O-].[Na+].C(=O)([O-])[O-].[K+].[K+]. Product: [Cl:1][C:2]1[C:10]2[N:9]=[C:8]3[N:11]([C:12]4[C:17]([CH3:18])=[CH:16][C:15]([N:19]([CH3:21])[CH3:20])=[N:14][CH:13]=4)[CH2:25][CH2:24][CH2:23][CH2:22][N:7]3[C:6]=2[C:5]([CH:27]([CH2:30][CH3:31])[CH2:28][CH3:29])=[CH:4][CH:3]=1. The catalyst class is: 228.